This data is from Full USPTO retrosynthesis dataset with 1.9M reactions from patents (1976-2016). The task is: Predict the reactants needed to synthesize the given product. (1) Given the product [C:14]([O:13][C:11]([N:5]1[C@@H:4]([CH2:3][CH2:2][O:1][C:22]2[CH:23]=[CH:24][C:19]([Cl:18])=[CH:20][CH:21]=2)[CH2:8][O:7][C:6]1([CH3:10])[CH3:9])=[O:12])([CH3:17])([CH3:16])[CH3:15], predict the reactants needed to synthesize it. The reactants are: [OH:1][CH2:2][CH2:3][C@H:4]1[CH2:8][O:7][C:6]([CH3:10])([CH3:9])[N:5]1[C:11]([O:13][C:14]([CH3:17])([CH3:16])[CH3:15])=[O:12].[Cl:18][C:19]1[CH:24]=[CH:23][C:22](O)=[CH:21][CH:20]=1.C1(P(C2C=CC=CC=2)C2C=CC=CC=2)C=CC=CC=1.N(C(OCC)=O)=NC(OCC)=O.[OH-].[Na+]. (2) Given the product [C:1]1([S:7][CH2:8][C@H:9]([NH:15][C:16]2[CH:21]=[CH:20][C:19]([S:22](=[O:24])(=[O:25])[NH2:23])=[CH:18][C:17]=2[S:26]([C:29]([F:30])([F:31])[F:32])(=[O:28])=[O:27])[CH2:10][C:11]([OH:13])=[O:12])[CH:6]=[CH:5][CH:4]=[CH:3][CH:2]=1, predict the reactants needed to synthesize it. The reactants are: [C:1]1([S:7][CH2:8][C@H:9]([NH:15][C:16]2[CH:21]=[CH:20][C:19]([S:22](=[O:25])(=[O:24])[NH2:23])=[CH:18][C:17]=2[S:26]([C:29]([F:32])([F:31])[F:30])(=[O:28])=[O:27])[CH2:10][C:11]([O:13]C)=[O:12])[CH:6]=[CH:5][CH:4]=[CH:3][CH:2]=1.C1COCC1.CO.[Li+].[OH-]. (3) Given the product [NH2:2][CH:3]1[C:12]2[C:7](=[CH:8][CH:9]=[CH:10][CH:11]=2)[O:6][CH2:5][CH2:4]1, predict the reactants needed to synthesize it. The reactants are: Cl.[NH2:2][CH:3]1[C:12]2[C:7](=[CH:8][CH:9]=[CH:10][CH:11]=2)[O:6][CH2:5][CH2:4]1.[OH-].[Na+]. (4) Given the product [CH3:28][O:29][C:30]1[CH:31]=[C:32]([NH:36][C:25]([C:20]2[NH:21][C:22]3[C:18]([CH:19]=2)=[CH:17][C:16]([O:15][C:6]2[C:5]4[C:10](=[CH:11][C:12]([O:13][CH3:14])=[C:3]([O:2][CH3:1])[CH:4]=4)[N:9]=[CH:8][CH:7]=2)=[CH:24][CH:23]=3)=[O:26])[CH:33]=[CH:34][CH:35]=1, predict the reactants needed to synthesize it. The reactants are: [CH3:1][O:2][C:3]1[CH:4]=[C:5]2[C:10](=[CH:11][C:12]=1[O:13][CH3:14])[N:9]=[CH:8][CH:7]=[C:6]2[O:15][C:16]1[CH:17]=[C:18]2[C:22](=[CH:23][CH:24]=1)[NH:21][C:20]([C:25](O)=[O:26])=[CH:19]2.[CH3:28][O:29][C:30]1[CH:31]=[C:32]([NH2:36])[CH:33]=[CH:34][CH:35]=1.CCN(CCO)CC.C1CN([P+](ON2N=NC3C=CC=CC2=3)(N2CCCC2)N2CCCC2)CC1.F[P-](F)(F)(F)(F)F. (5) Given the product [CH3:9][O:8][C:5]1[N:6]=[CH:7][C:2]([C:21]#[C:20][CH2:19][N:22]([CH3:24])[CH3:23])=[CH:3][C:4]=1[N+:10]([O-:12])=[O:11], predict the reactants needed to synthesize it. The reactants are: Br[C:2]1[CH:3]=[C:4]([N+:10]([O-:12])=[O:11])[C:5]([O:8][CH3:9])=[N:6][CH:7]=1.C(=O)([O-])[O-].[Cs+].[Cs+].[CH2:19]([N:22]([CH3:24])[CH3:23])[C:20]#[CH:21]. (6) Given the product [C:1]([NH:4][C:5]1[CH:6]=[CH:7][C:8]([S:11][C:12]2[N:17]=[C:16]([NH:18][C:19]3[NH:20][N:21]=[C:22]([CH3:24])[CH:23]=3)[CH:15]=[C:14]([C:25]3[CH:26]=[CH:27][C:28]([OH:31])=[CH:29][CH:30]=3)[N:13]=2)=[CH:9][CH:10]=1)(=[O:3])[CH3:2], predict the reactants needed to synthesize it. The reactants are: [C:1]([NH:4][C:5]1[CH:10]=[CH:9][C:8]([S:11][C:12]2[N:17]=[C:16]([NH:18][C:19]3[NH:20][N:21]=[C:22]([CH3:24])[CH:23]=3)[CH:15]=[C:14]([C:25]3[CH:30]=[CH:29][C:28]([O:31]C)=[CH:27][CH:26]=3)[N:13]=2)=[CH:7][CH:6]=1)(=[O:3])[CH3:2].B(Br)(Br)Br. (7) Given the product [C:1]([C:5]1[CH:6]=[C:7](/[CH:8]=[C:22](/[S:19]([CH3:18])(=[O:21])=[O:20])\[C:23]#[N:24])[CH:10]=[C:11]([C:14]([CH3:17])([CH3:16])[CH3:15])[C:12]=1[OH:13])([CH3:4])([CH3:3])[CH3:2], predict the reactants needed to synthesize it. The reactants are: [C:1]([C:5]1[CH:6]=[C:7]([CH:10]=[C:11]([C:14]([CH3:17])([CH3:16])[CH3:15])[C:12]=1[OH:13])[CH:8]=O)([CH3:4])([CH3:3])[CH3:2].[CH3:18][S:19]([CH2:22][C:23]#[N:24])(=[O:21])=[O:20]. (8) Given the product [F:1][C:2]1[C:3]([NH:16][C:17]2[CH:22]=[CH:21][C:20]([CH2:23][OH:28])=[CH:19][C:18]=2[F:25])=[C:4]([CH:12]=[CH:13][C:14]=1[F:15])[C:5]([NH:7][O:8][CH2:9][CH2:10][OH:11])=[O:6], predict the reactants needed to synthesize it. The reactants are: [F:1][C:2]1[C:3]([NH:16][C:17]2[CH:22]=[CH:21][C:20]([CH:23]=C)=[CH:19][C:18]=2[F:25])=[C:4]([CH:12]=[CH:13][C:14]=1[F:15])[C:5]([NH:7][O:8][CH2:9][CH2:10][OH:11])=[O:6].CC(C)=[O:28].C(=O)=O.[BH4-].[Na+]. (9) Given the product [F:6][C:5]([F:8])([F:7])[C:4]([OH:9])([CH3:10])[CH2:3][NH:2][C:11](=[O:20])[O:12][CH2:13][C:14]1[CH:19]=[CH:18][CH:17]=[CH:16][CH:15]=1, predict the reactants needed to synthesize it. The reactants are: Cl.[NH2:2][CH2:3][C:4]([CH3:10])([OH:9])[C:5]([F:8])([F:7])[F:6].[C:11](=O)([O:20]N1C(=O)CCC1=O)[O:12][CH2:13][C:14]1[CH:19]=[CH:18][CH:17]=[CH:16][CH:15]=1.